Dataset: Forward reaction prediction with 1.9M reactions from USPTO patents (1976-2016). Task: Predict the product of the given reaction. (1) Given the reactants [NH2:1][C:2]1[N:3]=[CH:4][C:5]([C:8]2[C:9]([F:19])=[C:10]([OH:18])[C:11]([CH:14]3[CH2:17][CH2:16][CH2:15]3)=[CH:12][CH:13]=2)=[N:6][CH:7]=1.Cl[C:21]1[CH:26]=[C:25]([O:27][CH3:28])[N:24]=[CH:23][N:22]=1, predict the reaction product. The product is: [CH:14]1([C:11]2[CH:12]=[CH:13][C:8]([C:5]3[N:6]=[CH:7][C:2]([NH2:1])=[N:3][CH:4]=3)=[C:9]([F:19])[C:10]=2[O:18][C:21]2[CH:26]=[C:25]([O:27][CH3:28])[N:24]=[CH:23][N:22]=2)[CH2:15][CH2:16][CH2:17]1. (2) The product is: [C:16]([O:15][C:13](=[O:14])[NH:7][C:6]1[N:5]([CH3:8])[N:4]=[C:3]([C:9]([CH3:12])([CH3:11])[CH3:10])[C:2]=1[Br:1])([CH3:19])([CH3:18])[CH3:17]. Given the reactants [Br:1][C:2]1[C:3]([C:9]([CH3:12])([CH3:11])[CH3:10])=[N:4][N:5]([CH3:8])[C:6]=1[NH2:7].[C:13](O[C:13]([O:15][C:16]([CH3:19])([CH3:18])[CH3:17])=[O:14])([O:15][C:16]([CH3:19])([CH3:18])[CH3:17])=[O:14].C(=O)([O-])[O-].[K+].[K+], predict the reaction product.